The task is: Predict the product of the given reaction.. This data is from Forward reaction prediction with 1.9M reactions from USPTO patents (1976-2016). Given the reactants [CH2:1]([N:3]1[C:12]2[C:7](=[CH:8][CH:9]=[CH:10][CH:11]=2)[C:6]([CH2:13][S:14]([Cl:17])(=[O:16])=[O:15])=[CH:5][C:4]1([CH3:19])[CH3:18])[CH3:2].C(N1C2C(=CC=[C:29]([O:32]C)C=2)C(CS(O)(=O)=O)=CC1(C)C)C.P(Cl)(Cl)(Cl)(Cl)Cl, predict the reaction product. The product is: [CH2:1]([N:3]1[C:12]2[C:7](=[CH:8][CH:9]=[C:10]([O:32][CH3:29])[CH:11]=2)[C:6]([CH2:13][S:14]([Cl:17])(=[O:16])=[O:15])=[CH:5][C:4]1([CH3:18])[CH3:19])[CH3:2].